From a dataset of Catalyst prediction with 721,799 reactions and 888 catalyst types from USPTO. Predict which catalyst facilitates the given reaction. (1) Reactant: C1(C[N:8](CC2C=CC=CC=2)[CH2:9][CH2:10][CH2:11][N:12]2[CH2:17][CH2:16][C:15](=[O:18])[NH:14][C:13]2=[O:19])C=CC=CC=1.[H][H]. Product: [NH2:8][CH2:9][CH2:10][CH2:11][N:12]1[CH2:17][CH2:16][C:15](=[O:18])[NH:14][C:13]1=[O:19]. The catalyst class is: 19. (2) Reactant: [CH2:1]([O:3][C:4]([C@H:6]1[C:10](=[O:11])[CH:9]([NH:12][C:13]([O:15][C:16]([CH3:19])([CH3:18])[CH3:17])=[O:14])[CH2:8][S:7]1)=[O:5])[CH3:2].[BH4-].[Na+].CC(C)=O.C(O)(=O)C. Product: [CH2:1]([O:3][C:4]([C@H:6]1[CH:10]([OH:11])[CH:9]([NH:12][C:13]([O:15][C:16]([CH3:17])([CH3:19])[CH3:18])=[O:14])[CH2:8][S:7]1)=[O:5])[CH3:2]. The catalyst class is: 14. (3) Reactant: C(O)(=O)C.[NH2:5][C:6]1[C:11]([O:12][CH3:13])=[CH:10][C:9]([Cl:14])=[CH:8][C:7]=1[CH:15]([C:17]1[CH:22]=[CH:21][CH:20]=[C:19]([O:23][CH3:24])[C:18]=1[O:25][CH3:26])[OH:16].[CH3:27][O:28][C:29]1[CH:36]=[C:35]([O:37][CH3:38])[CH:34]=[CH:33][C:30]=1[CH:31]=O.[BH4-].[Na+]. Product: [Cl:14][C:9]1[CH:10]=[C:11]([O:12][CH3:13])[C:6]([NH:5][CH2:31][C:30]2[CH:33]=[CH:34][C:35]([O:37][CH3:38])=[CH:36][C:29]=2[O:28][CH3:27])=[C:7]([CH:15]([C:17]2[CH:22]=[CH:21][CH:20]=[C:19]([O:23][CH3:24])[C:18]=2[O:25][CH3:26])[OH:16])[CH:8]=1. The catalyst class is: 13. (4) Reactant: [F:1][C:2]1[CH:34]=[CH:33][C:5]2[N:6]([C:10]3[C:11]([CH3:32])=[C:12]([CH:29]=[CH:30][CH:31]=3)[CH2:13][NH:14][C:15]3[CH:28]=[CH:27][C:18]4[C@H:19]([CH2:22][C:23]([O:25]C)=[O:24])[CH2:20][O:21][C:17]=4[CH:16]=3)[C:7]([CH3:9])=[N:8][C:4]=2[CH:3]=1.[OH-].[Na+].O. Product: [F:1][C:2]1[CH:34]=[CH:33][C:5]2[N:6]([C:10]3[C:11]([CH3:32])=[C:12]([CH:29]=[CH:30][CH:31]=3)[CH2:13][NH:14][C:15]3[CH:28]=[CH:27][C:18]4[C@H:19]([CH2:22][C:23]([OH:25])=[O:24])[CH2:20][O:21][C:17]=4[CH:16]=3)[C:7]([CH3:9])=[N:8][C:4]=2[CH:3]=1. The catalyst class is: 83.